Dataset: Reaction yield outcomes from USPTO patents with 853,638 reactions. Task: Predict the reaction yield, written as a fraction of the theoretical maximum amount of product (1.0 means a 100% yield; for example, 0.34 means a 34% yield). The reactants are Cl.[Cl:2][C:3]1[CH:4]=[CH:5][CH:6]=[C:7]2[C:12]=1[C:11]([O:13][C@H:14]1[CH2:18][CH2:17][NH:16][CH2:15]1)=[N:10][C:9]([C:19]1[NH:23][C:22](=[O:24])[NH:21][N:20]=1)=[CH:8]2.CC1C=CC=C(C)N=1.[C:33](Cl)(=[O:36])[CH:34]=[CH2:35]. The catalyst is C(Cl)Cl. The product is [C:33]([N:16]1[CH2:17][CH2:18][C@H:14]([O:13][C:11]2[C:12]3[C:7](=[CH:6][CH:5]=[CH:4][C:3]=3[Cl:2])[CH:8]=[C:9]([C:19]3[NH:23][C:22](=[O:24])[NH:21][N:20]=3)[N:10]=2)[CH2:15]1)(=[O:36])[CH:34]=[CH2:35]. The yield is 0.492.